Dataset: Full USPTO retrosynthesis dataset with 1.9M reactions from patents (1976-2016). Task: Predict the reactants needed to synthesize the given product. (1) The reactants are: CC(OI1(OC(C)=O)(OC(C)=O)OC(=O)C2C=CC=CC1=2)=O.[Cl:23][C:24]1[C:31]([CH3:32])=[C:30]([N:33]2[C:37](=[O:38])[C:36]3([CH2:42][CH2:41][CH2:40][CH:39]3[OH:43])[N:35]([CH3:44])[C:34]2=[O:45])[CH:29]=[CH:28][C:25]=1[C:26]#[N:27]. Given the product [Cl:23][C:24]1[C:31]([CH3:32])=[C:30]([N:33]2[C:37](=[O:38])[C:36]3([CH2:42][CH2:41][CH2:40][C:39]3=[O:43])[N:35]([CH3:44])[C:34]2=[O:45])[CH:29]=[CH:28][C:25]=1[C:26]#[N:27], predict the reactants needed to synthesize it. (2) Given the product [CH2:1]([O:3][C:4](=[O:15])[C:5]([OH:14])([C:10]([F:13])([F:12])[F:11])[CH2:6][C:7]([C:21]1[CH:22]=[C:17]([F:16])[CH:18]=[CH:19][C:20]=1[O:23][CH3:24])([CH3:9])[CH3:8])[CH3:2], predict the reactants needed to synthesize it. The reactants are: [CH2:1]([O:3][C:4](=[O:15])[C:5]([OH:14])([C:10]([F:13])([F:12])[F:11])[CH2:6][C:7]([CH3:9])=[CH2:8])[CH3:2].[F:16][C:17]1[CH:22]=[CH:21][C:20]([O:23][CH3:24])=[CH:19][CH:18]=1.[Al+3].[Cl-].[Cl-].[Cl-].Cl. (3) Given the product [CH3:1][C:2]1[CH:10]=[CH:9][CH:8]=[C:7]2[C:3]=1[C:4]([C:40]([C:38]1[S:39][C:35]([Br:34])=[CH:36][CH:37]=1)=[O:41])=[CH:5][N:6]2[C@@H:11]1[O:28][C@H:27]([CH2:29][O:30][C:31](=[O:33])[CH3:32])[C@@H:22]([O:23][C:24](=[O:26])[CH3:25])[C@H:17]([O:18][C:19](=[O:21])[CH3:20])[C@H:12]1[O:13][C:14](=[O:16])[CH3:15], predict the reactants needed to synthesize it. The reactants are: [CH3:1][C:2]1[CH:10]=[CH:9][CH:8]=[C:7]2[C:3]=1[CH:4]=[CH:5][N:6]2[C@@H:11]1[O:28][C@H:27]([CH2:29][O:30][C:31](=[O:33])[CH3:32])[C@@H:22]([O:23][C:24](=[O:26])[CH3:25])[C@H:17]([O:18][C:19](=[O:21])[CH3:20])[C@H:12]1[O:13][C:14](=[O:16])[CH3:15].[Br:34][C:35]1[S:39][C:38]([C:40](Cl)=[O:41])=[CH:37][CH:36]=1. (4) Given the product [I-:45].[OH:1][C@@H:2]([C@H:4]1[C:34](=[O:35])[N:6]2[C:7]([C:21]([O:23][CH2:24][C:25]3[CH:26]=[CH:27][C:28]([N+:31]([O-:33])=[O:32])=[CH:29][CH:30]=3)=[O:22])=[C:8]([C:11]3[S:15][C:14]4=[C:16]([S:19][CH3:20])[N:17]([CH2:37][CH2:38][C:39]5[CH:44]=[CH:43][CH:42]=[CH:41][CH:40]=5)[CH:18]=[N+:13]4[CH:12]=3)[C@H:9]([CH3:10])[C@H:5]12)[CH3:3], predict the reactants needed to synthesize it. The reactants are: [OH:1][C@@H:2]([C@H:4]1[C:34](=[O:35])[N:6]2[C:7]([C:21]([O:23][CH2:24][C:25]3[CH:30]=[CH:29][C:28]([N+:31]([O-:33])=[O:32])=[CH:27][CH:26]=3)=[O:22])=[C:8]([C:11]3[S:15][C:14]4=[C:16]([S:19][CH3:20])[N:17]=[CH:18][N:13]4[CH:12]=3)[C@H:9]([CH3:10])[C@H:5]12)[CH3:3].Br[CH2:37][CH2:38][C:39]1[CH:44]=[CH:43][CH:42]=[CH:41][CH:40]=1.[I-:45].[Na+].